Dataset: NCI-60 drug combinations with 297,098 pairs across 59 cell lines. Task: Regression. Given two drug SMILES strings and cell line genomic features, predict the synergy score measuring deviation from expected non-interaction effect. (1) Drug 1: CC(CN1CC(=O)NC(=O)C1)N2CC(=O)NC(=O)C2. Drug 2: C1CN1P(=S)(N2CC2)N3CC3. Cell line: NCIH23. Synergy scores: CSS=32.0, Synergy_ZIP=-6.18, Synergy_Bliss=3.09, Synergy_Loewe=-20.8, Synergy_HSA=6.06. (2) Drug 1: COC1=C2C(=CC3=C1OC=C3)C=CC(=O)O2. Drug 2: C1C(C(OC1N2C=NC(=NC2=O)N)CO)O. Cell line: UACC62. Synergy scores: CSS=8.49, Synergy_ZIP=4.51, Synergy_Bliss=0.00426, Synergy_Loewe=1.69, Synergy_HSA=2.18. (3) Drug 1: CC1=C(C=C(C=C1)C(=O)NC2=CC(=CC(=C2)C(F)(F)F)N3C=C(N=C3)C)NC4=NC=CC(=N4)C5=CN=CC=C5. Drug 2: C1=CN(C=N1)CC(O)(P(=O)(O)O)P(=O)(O)O. Cell line: MDA-MB-231. Synergy scores: CSS=-0.558, Synergy_ZIP=1.79, Synergy_Bliss=2.29, Synergy_Loewe=-2.66, Synergy_HSA=-1.94. (4) Drug 1: C1CN(P(=O)(OC1)NCCCl)CCCl. Drug 2: CC1C(C(CC(O1)OC2CC(CC3=C2C(=C4C(=C3O)C(=O)C5=CC=CC=C5C4=O)O)(C(=O)C)O)N)O. Cell line: MDA-MB-231. Synergy scores: CSS=39.0, Synergy_ZIP=-6.44, Synergy_Bliss=-4.81, Synergy_Loewe=-24.2, Synergy_HSA=-1.60. (5) Drug 1: CC1=C(C(=CC=C1)Cl)NC(=O)C2=CN=C(S2)NC3=CC(=NC(=N3)C)N4CCN(CC4)CCO. Drug 2: CCC1(CC2CC(C3=C(CCN(C2)C1)C4=CC=CC=C4N3)(C5=C(C=C6C(=C5)C78CCN9C7C(C=CC9)(C(C(C8N6C)(C(=O)OC)O)OC(=O)C)CC)OC)C(=O)OC)O.OS(=O)(=O)O. Cell line: MDA-MB-435. Synergy scores: CSS=30.9, Synergy_ZIP=-4.87, Synergy_Bliss=-1.30, Synergy_Loewe=0.500, Synergy_HSA=0.818. (6) Drug 1: CC1CC2CCC3C(=C)CC(O3)CCC45CC6C(O4)C7C(O6)C(O5)C8C(O7)CCC(O8)CC(=O)CC9C(CC(C1=C)O2)OC(C9OC)CC(CN)O.CS(=O)(=O)O. Drug 2: CC1C(C(CC(O1)OC2CC(CC3=C2C(=C4C(=C3O)C(=O)C5=CC=CC=C5C4=O)O)(C(=O)C)O)N)O. Cell line: M14. Synergy scores: CSS=38.8, Synergy_ZIP=-5.63, Synergy_Bliss=-1.87, Synergy_Loewe=-1.69, Synergy_HSA=-0.304. (7) Drug 1: CN1C2=C(C=C(C=C2)N(CCCl)CCCl)N=C1CCCC(=O)O.Cl. Drug 2: C1=NC2=C(N1)C(=S)N=CN2. Cell line: KM12. Synergy scores: CSS=24.0, Synergy_ZIP=-9.98, Synergy_Bliss=-9.96, Synergy_Loewe=-49.3, Synergy_HSA=-8.92.